This data is from Full USPTO retrosynthesis dataset with 1.9M reactions from patents (1976-2016). The task is: Predict the reactants needed to synthesize the given product. (1) Given the product [Br:9][C:10]1[CH:22]=[C:21]2[C:13]([C:14]3[C:15](=[N:2][OH:3])[CH2:16][CH2:17][CH2:18][C:19]=3[N:20]2[CH3:23])=[CH:12][CH:11]=1, predict the reactants needed to synthesize it. The reactants are: Cl.[NH2:2][OH:3].C([O-])(=O)C.[Na+].[Br:9][C:10]1[CH:22]=[C:21]2[C:13]([C:14]3[C:15](=O)[CH2:16][CH2:17][CH2:18][C:19]=3[N:20]2[CH3:23])=[CH:12][CH:11]=1. (2) Given the product [Cl:1][C:2]1[CH:9]=[C:8]([F:10])[C:7]([N+:11]([O-:13])=[O:12])=[CH:6][C:3]=1[CH:4]=[O:5], predict the reactants needed to synthesize it. The reactants are: [Cl:1][C:2]1[CH:9]=[C:8]([F:10])[CH:7]=[CH:6][C:3]=1[CH:4]=[O:5].[N+:11]([O-])([O-:13])=[O:12].[K+]. (3) The reactants are: [C:1]([C:4]1[N:5]=[CH:6][C:7]([NH:10]C(=O)C(C)(C)C)=[N:8][CH:9]=1)(=[O:3])[CH3:2].C(=O)([O-])[O-].[K+].[K+].C(=O)(O)[O-].[Na+]. Given the product [NH2:10][C:7]1[N:8]=[CH:9][C:4]([C:1](=[O:3])[CH3:2])=[N:5][CH:6]=1, predict the reactants needed to synthesize it. (4) Given the product [CH2:23]([NH:2][CH2:3][CH2:4][C:5]1[N:9]([C@@H:10]2[CH2:19][C:18]3[C:13](=[C:14]([F:21])[CH:15]=[C:16]([F:20])[CH:17]=3)[O:12][CH2:11]2)[C:8](=[S:22])[NH:7][CH:6]=1)[C:24]1[CH:25]=[CH:6][CH:5]=[CH:4][CH:3]=1, predict the reactants needed to synthesize it. The reactants are: Cl.[NH2:2][CH2:3][CH2:4][C:5]1[N:9]([C@@H:10]2[CH2:19][C:18]3[C:13](=[C:14]([F:21])[CH:15]=[C:16]([F:20])[CH:17]=3)[O:12][CH2:11]2)[C:8](=[S:22])[NH:7][CH:6]=1.[CH3:23][CH:24](O)[CH3:25]. (5) Given the product [CH2:17]=[C:18]([C:2]1[C:3]([NH2:16])=[C:4]([C:29]([CH3:34])=[CH2:30])[C:5]2[O:14][C:9]3=[N:10][CH:11]=[CH:12][CH:13]=[C:8]3[C:6]=2[CH:7]=1)[CH3:22], predict the reactants needed to synthesize it. The reactants are: Br[C:2]1[C:3]([NH2:16])=[C:4](Br)[C:5]2[O:14][C:9]3=[N:10][CH:11]=[CH:12][CH:13]=[C:8]3[C:6]=2[CH:7]=1.[CH3:17][C:18]1(C)[C:22](C)(C)OB(C(C)=C)O1.[CH:29]1(P(C2CCCCC2)C2C=C(C3C(OC)=CC=CC=3OC)C=CC=2)[CH2:34]CCC[CH2:30]1.O.[O-]P([O-])([O-])=O.[K+].[K+].[K+]. (6) Given the product [CH2:11]([O:13][C:14](=[O:42])[C:15]([O:34][C:35]1[CH:40]=[CH:39][CH:38]=[CH:37][C:36]=1[F:41])([CH3:33])[CH2:16][C:17]1[CH:22]=[CH:21][C:20]([O:23][CH2:24][CH2:25][CH:26]2[CH2:30][N:29]([CH2:6][C:5]3[CH:8]=[CH:9][CH:10]=[C:3]([O:2][CH3:1])[CH:4]=3)[C:28](=[O:31])[N:27]2[CH3:32])=[CH:19][CH:18]=1)[CH3:12], predict the reactants needed to synthesize it. The reactants are: [CH3:1][O:2][C:3]1[CH:4]=[C:5]([CH:8]=[CH:9][CH:10]=1)[CH2:6]Br.[CH2:11]([O:13][C:14](=[O:42])[C:15]([O:34][C:35]1[CH:40]=[CH:39][CH:38]=[CH:37][C:36]=1[F:41])([CH3:33])[CH2:16][C:17]1[CH:22]=[CH:21][C:20]([O:23][CH2:24][CH2:25][CH:26]2[CH2:30][NH:29][C:28](=[O:31])[N:27]2[CH3:32])=[CH:19][CH:18]=1)[CH3:12].[H-].[Na+]. (7) Given the product [NH2:21][C:9]1[N:8]([C:5]2[CH:4]=[CH:3][C:2]([F:1])=[CH:7][CH:6]=2)[C:22](=[O:25])[CH:23]=[CH:24][C:10]=1[C:11](=[O:12])[C:13]1[CH:14]=[CH:15][C:16]([O:19][CH3:20])=[CH:17][CH:18]=1, predict the reactants needed to synthesize it. The reactants are: [F:1][C:2]1[CH:7]=[CH:6][C:5]([NH:8][C:9](=[NH:21])[CH2:10][C:11]([C:13]2[CH:18]=[CH:17][C:16]([O:19][CH3:20])=[CH:15][CH:14]=2)=[O:12])=[CH:4][CH:3]=1.[C:22](OC)(=[O:25])[C:23]#[CH:24].